Predict the reactants needed to synthesize the given product. From a dataset of Full USPTO retrosynthesis dataset with 1.9M reactions from patents (1976-2016). (1) Given the product [CH2:3]([O:5][C:6](=[O:28])[CH2:7][C:8]1[CH:13]=[CH:12][N:11]=[C:10]([C:14]2[CH:19]=[CH:18][C:17]([C:20]([F:21])([F:23])[F:22])=[CH:16][C:15]=2[CH2:24][N:25]([CH2:26][CH3:27])[C:37]([NH:36][CH2:29][C:30]2[CH:35]=[CH:34][CH:33]=[CH:32][CH:31]=2)=[O:38])[CH:9]=1)[CH3:4], predict the reactants needed to synthesize it. The reactants are: Cl.Cl.[CH2:3]([O:5][C:6](=[O:28])[CH2:7][C:8]1[CH:13]=[CH:12][N:11]=[C:10]([C:14]2[CH:19]=[CH:18][C:17]([C:20]([F:23])([F:22])[F:21])=[CH:16][C:15]=2[CH2:24][NH:25][CH2:26][CH3:27])[CH:9]=1)[CH3:4].[CH2:29]([N:36]=[C:37]=[O:38])[C:30]1[CH:35]=[CH:34][CH:33]=[CH:32][CH:31]=1.C(N(C(C)C)CC)(C)C. (2) Given the product [C:39]([O:38][C:36](=[O:37])[N:15]([CH2:14][CH2:13][CH2:12][CH2:11][NH:10][C:9]([O:8][CH2:1][C:2]1[CH:7]=[CH:6][CH:5]=[CH:4][CH:3]=1)=[O:35])[CH2:16][C:17]1[CH:22]=[CH:21][C:20]([CH2:23][N:24]2[C:32](=[O:33])[C:31]3[C:26](=[CH:27][CH:28]=[CH:29][CH:30]=3)[C:25]2=[O:34])=[CH:19][CH:18]=1)([CH3:42])([CH3:41])[CH3:40], predict the reactants needed to synthesize it. The reactants are: [CH2:1]([O:8][C:9](=[O:35])[NH:10][CH2:11][CH2:12][CH2:13][CH2:14][NH:15][CH2:16][C:17]1[CH:22]=[CH:21][C:20]([CH2:23][N:24]2[C:32](=[O:33])[C:31]3[C:26](=[CH:27][CH:28]=[CH:29][CH:30]=3)[C:25]2=[O:34])=[CH:19][CH:18]=1)[C:2]1[CH:7]=[CH:6][CH:5]=[CH:4][CH:3]=1.[C:36](O[C:36]([O:38][C:39]([CH3:42])([CH3:41])[CH3:40])=[O:37])([O:38][C:39]([CH3:42])([CH3:41])[CH3:40])=[O:37]. (3) The reactants are: [N+:1]([C:4]1[CH:5]=[CH:6][C:7]([N:10]([CH2:18][CH2:19][N:20]2[CH:24]=[CH:23][CH:22]=[N:21]2)[C:11](=[O:17])[O:12][C:13]([CH3:16])([CH3:15])[CH3:14])=[N:8][CH:9]=1)([O-])=O.[H][H]. Given the product [NH2:1][C:4]1[CH:5]=[CH:6][C:7]([N:10]([CH2:18][CH2:19][N:20]2[CH:24]=[CH:23][CH:22]=[N:21]2)[C:11](=[O:17])[O:12][C:13]([CH3:15])([CH3:16])[CH3:14])=[N:8][CH:9]=1, predict the reactants needed to synthesize it.